Dataset: Full USPTO retrosynthesis dataset with 1.9M reactions from patents (1976-2016). Task: Predict the reactants needed to synthesize the given product. (1) The reactants are: [NH2:1][C:2]1[C:11]2[N:12]=[C:13]([CH2:26][CH2:27][CH2:28][CH3:29])[N:14]([CH2:15][CH2:16][CH2:17][NH:18]C(=O)OC(C)(C)C)[C:10]=2[C:9]2[CH:8]=[CH:7][CH:6]=[CH:5][C:4]=2[N:3]=1.Cl. Given the product [NH2:18][CH2:17][CH2:16][CH2:15][N:14]1[C:10]2[C:9]3[CH:8]=[CH:7][CH:6]=[CH:5][C:4]=3[N:3]=[C:2]([NH2:1])[C:11]=2[N:12]=[C:13]1[CH2:26][CH2:27][CH2:28][CH3:29], predict the reactants needed to synthesize it. (2) Given the product [C:15]([C:14]1[C:13](=[O:17])[NH:24][C:22]([NH:21][CH:18]2[CH2:20][CH2:19]2)=[N:23][C:4]=1[C:3]1[CH:6]=[CH:7][CH:8]=[CH:9][C:2]=1[Cl:1])#[N:16], predict the reactants needed to synthesize it. The reactants are: [Cl:1][C:2]1[CH:9]=[CH:8][CH:7]=[CH:6][C:3]=1[CH:4]=O.C(O[C:13](=[O:17])[CH2:14][C:15]#[N:16])C.[CH:18]1([NH:21][C:22]([NH2:24])=[NH:23])[CH2:20][CH2:19]1.Cl.C(=O)([O-])[O-].[K+].[K+]. (3) Given the product [Br:1][C:2]1[CH:7]=[C:6]([C:8]2[NH:9][CH:10]=[N:11][C:12]=2[C:13]2[CH:14]=[CH:15][C:16]([F:19])=[CH:17][CH:18]=2)[CH:5]=[CH:4][N:3]=1, predict the reactants needed to synthesize it. The reactants are: [Br:1][C:2]1[CH:7]=[C:6]([C:8]2[N:9](CC3C=CC(OC)=CC=3OC)[CH:10]=[N:11][C:12]=2[C:13]2[CH:18]=[CH:17][C:16]([F:19])=[CH:15][CH:14]=2)[CH:5]=[CH:4][N:3]=1.FC(F)(F)C(O)=O.C([O-])(O)=O.[Na+]. (4) Given the product [NH2:25][C:26]1[N:31]=[C:30]([N:17]2[C:18]3[CH:19]=[CH:20][CH:21]=[C:13]([C:11]([NH:10][CH2:9][C:8]4[CH:22]=[CH:23][CH:24]=[C:6]([N:2]([CH3:1])[C:3](=[O:5])[CH3:4])[CH:7]=4)=[O:12])[C:14]=3[CH:15]=[CH:16]2)[CH:29]=[CH:28][N:27]=1, predict the reactants needed to synthesize it. The reactants are: [CH3:1][N:2]([C:6]1[CH:7]=[C:8]([CH:22]=[CH:23][CH:24]=1)[CH2:9][NH:10][C:11]([C:13]1[C:14]2[CH:15]=[CH:16][NH:17][C:18]=2[CH:19]=[CH:20][CH:21]=1)=[O:12])[C:3](=[O:5])[CH3:4].[NH2:25][C:26]1[N:31]=[C:30](Cl)[CH:29]=[CH:28][N:27]=1.NC1N=C(N2C3C(=C(NC(=O)CC4C=CC=C(OC)C=4)C=CC=3)C=C2)C=CN=1. (5) Given the product [CH3:22][N:23]([CH:25]=[C:11]1[C:10]2[C:14](=[CH:15][C:7]([C:1]3[CH:2]=[CH:3][CH:4]=[CH:5][CH:6]=3)=[CH:8][CH:9]=2)[NH:13][C:12]1=[O:16])[CH3:24], predict the reactants needed to synthesize it. The reactants are: [C:1]1([C:7]2[CH:15]=[C:14]3[C:10]([CH2:11][C:12](=[O:16])[NH:13]3)=[CH:9][CH:8]=2)[CH:6]=[CH:5][CH:4]=[CH:3][CH:2]=1.C(O[CH:22](OC(C)(C)C)[N:23]([CH3:25])[CH3:24])(C)(C)C. (6) Given the product [CH3:25][O:26][C:27]1[N:28]=[C:29]2[C:34](=[CH:35][CH:36]=1)[N:33]=[CH:32][CH:31]=[C:30]2[NH:37][C:15]([C@@H:9]1[CH2:10][CH2:11][C:12](=[O:14])[CH2:13][N:8]1[C:6]([O:5][C:1]([CH3:2])([CH3:3])[CH3:4])=[O:7])=[O:17], predict the reactants needed to synthesize it. The reactants are: [C:1]([O:5][C:6]([N:8]1[CH2:13][C:12](=[O:14])[CH2:11][CH2:10][C@H:9]1[C:15]([OH:17])=O)=[O:7])([CH3:4])([CH3:3])[CH3:2].C(N(CC)CC)C.[CH3:25][O:26][C:27]1[N:28]=[C:29]2[C:34](=[CH:35][CH:36]=1)[N:33]=[CH:32][CH:31]=[C:30]2[NH2:37].F[P-](F)(F)(F)(F)F.Br[P+](N1CCCC1)(N1CCCC1)N1CCCC1.